Dataset: Peptide-MHC class I binding affinity with 185,985 pairs from IEDB/IMGT. Task: Regression. Given a peptide amino acid sequence and an MHC pseudo amino acid sequence, predict their binding affinity value. This is MHC class I binding data. (1) The peptide sequence is KIIETYLGR. The MHC is HLA-A03:01 with pseudo-sequence HLA-A03:01. The binding affinity (normalized) is 0. (2) The peptide sequence is SIYYTLVRM. The MHC is HLA-A02:19 with pseudo-sequence HLA-A02:19. The binding affinity (normalized) is 0.0847. (3) The peptide sequence is QVPLRPMTYK. The MHC is HLA-B54:01 with pseudo-sequence HLA-B54:01. The binding affinity (normalized) is 0. (4) The peptide sequence is TPQDLNTML. The MHC is HLA-B35:01 with pseudo-sequence HLA-B35:01. The binding affinity (normalized) is 0.0564. (5) The peptide sequence is NIKPSKENR. The MHC is HLA-A11:01 with pseudo-sequence HLA-A11:01. The binding affinity (normalized) is 0.0460. (6) The binding affinity (normalized) is 0.0524. The peptide sequence is LDVKKKIKEV. The MHC is H-2-Kd with pseudo-sequence H-2-Kd. (7) The peptide sequence is YFMKFRRVF. The MHC is HLA-A24:02 with pseudo-sequence HLA-A24:02. The binding affinity (normalized) is 0. (8) The peptide sequence is QVGIFLICK. The MHC is HLA-B18:01 with pseudo-sequence HLA-B18:01. The binding affinity (normalized) is 0.0847. (9) The peptide sequence is NIPSIQYRGL. The MHC is Mamu-A01 with pseudo-sequence Mamu-A01. The binding affinity (normalized) is 0.149. (10) The peptide sequence is LAAEWVLAY. The MHC is HLA-A26:01 with pseudo-sequence HLA-A26:01. The binding affinity (normalized) is 0.601.